This data is from NCI-60 drug combinations with 297,098 pairs across 59 cell lines. The task is: Regression. Given two drug SMILES strings and cell line genomic features, predict the synergy score measuring deviation from expected non-interaction effect. Drug 1: C1CN(P(=O)(OC1)NCCCl)CCCl. Drug 2: CCC1(C2=C(COC1=O)C(=O)N3CC4=CC5=C(C=CC(=C5CN(C)C)O)N=C4C3=C2)O.Cl. Cell line: OVCAR3. Synergy scores: CSS=6.20, Synergy_ZIP=-10.7, Synergy_Bliss=-11.2, Synergy_Loewe=-26.2, Synergy_HSA=-11.5.